The task is: Predict the product of the given reaction.. This data is from Forward reaction prediction with 1.9M reactions from USPTO patents (1976-2016). (1) Given the reactants CN(C)[CH:3]=[O:4].[C:6]([O:10][C:11]([NH:13][C:14]1[S:15][C:16]([Cl:70])=[C:17]([C:19](=[N:49][O:50][C:51]([C:64]2[CH:69]=[CH:68][CH:67]=[CH:66][CH:65]=2)([C:58]2[CH:63]=[CH:62][CH:61]=[CH:60][CH:59]=2)[C:52]2[CH:57]=[CH:56][CH:55]=[CH:54][CH:53]=2)[C:20]([NH:22][C@@H:23]2[C:30](=[O:31])[N:29]3[C@@H:24]2[S:25][CH2:26][C:27]([CH3:48])=[C:28]3[C:32]([O:34][CH:35]([C:42]2[CH:47]=[CH:46][CH:45]=[CH:44][CH:43]=2)[C:36]2[CH:41]=[CH:40][CH:39]=[CH:38][CH:37]=2)=[O:33])=[O:21])[N:18]=1)=[O:12])([CH3:9])([CH3:8])[CH3:7].C(OC(N(C)C)N(C)C)(C)(C)C, predict the reaction product. The product is: [C:6]([O:10][C:11]([NH:13][C:14]1[S:15][C:16]([Cl:70])=[C:17]([C:19](=[N:49][O:50][C:51]([C:64]2[CH:69]=[CH:68][CH:67]=[CH:66][CH:65]=2)([C:52]2[CH:53]=[CH:54][CH:55]=[CH:56][CH:57]=2)[C:58]2[CH:63]=[CH:62][CH:61]=[CH:60][CH:59]=2)[C:20]([NH:22][C@@H:23]2[C:30](=[O:31])[N:29]3[C@@H:24]2[S:25][CH2:26][C:27]([CH2:48][CH:3]=[O:4])=[C:28]3[C:32]([O:34][CH:35]([C:42]2[CH:43]=[CH:44][CH:45]=[CH:46][CH:47]=2)[C:36]2[CH:41]=[CH:40][CH:39]=[CH:38][CH:37]=2)=[O:33])=[O:21])[N:18]=1)=[O:12])([CH3:7])([CH3:8])[CH3:9]. (2) The product is: [NH2:19][C:3]1[CH:4]=[C:5]([S:7]([N:10]([CH2:17][CH3:18])[C:11]2[CH:16]=[CH:15][CH:14]=[CH:13][CH:12]=2)(=[O:8])=[O:9])[S:6][C:2]=1[Cl:1]. Given the reactants [Cl:1][C:2]1[S:6][C:5]([S:7]([N:10]([CH2:17][CH3:18])[C:11]2[CH:16]=[CH:15][CH:14]=[CH:13][CH:12]=2)(=[O:9])=[O:8])=[CH:4][C:3]=1[N+:19]([O-])=O.[Cl-].[NH4+], predict the reaction product. (3) Given the reactants C([O:5][CH2:6][CH:7]([CH2:12][CH3:13])[CH2:8][CH2:9][CH2:10][CH3:11])(=O)C=C.C(N1CCCC1=[O:21])=C.C(O)(=O)C=C.N(C(C)(C)C#N)=NC(C)(C)C#N, predict the reaction product. The product is: [CH3:11][CH2:10][CH2:9][CH2:8][CH:7]([C:6]([OH:5])=[O:21])[CH2:12][CH3:13]. (4) Given the reactants [BH4-].[Na+].[NH2:3][C:4]([NH2:21])=[N:5][C:6]([C:8]1[CH:19]=[CH:18][C:17]2[C:16]3[CH:15]=[CH:14][S:13][C:12]=3[C:11](=[O:20])[C:10]=2[CH:9]=1)=[O:7], predict the reaction product. The product is: [NH2:21][C:4]([NH2:3])=[N:5][C:6]([C:8]1[CH:19]=[CH:18][C:17]2[C:16]3[CH:15]=[CH:14][S:13][C:12]=3[CH:11]([OH:20])[C:10]=2[CH:9]=1)=[O:7]. (5) Given the reactants [Cl:1][C:2]1[CH:3]=[C:4]([CH:8]=[CH:9][C:10]=1[F:11])[C:5]([OH:7])=O.CN(C(ON1N=NC2C=CC=CC1=2)=[N+](C)C)C.[B-](F)(F)(F)F.CN1CCOCC1.[CH:41]1([C@H:44]([NH:51][CH3:52])[CH2:45][N:46]2[CH2:50][CH2:49][CH2:48][CH2:47]2)[CH2:43][CH2:42]1.[OH-].[K+], predict the reaction product. The product is: [Cl:1][C:2]1[CH:3]=[C:4]([CH:8]=[CH:9][C:10]=1[F:11])[C:5]([N:51]([C@@H:44]([CH:41]1[CH2:43][CH2:42]1)[CH2:45][N:46]1[CH2:47][CH2:48][CH2:49][CH2:50]1)[CH3:52])=[O:7]. (6) Given the reactants [Cl:1][C:2]1[CH:25]=[CH:24][CH:23]=[C:22]([Cl:26])[C:3]=1[CH2:4][CH:5]1[CH2:9][CH2:8][N:7]([CH:10]2[CH2:15][CH2:14][N:13](C(OCC)=O)[CH2:12][CH2:11]2)[C:6]1=[O:21].C[Si](I)(C)C.S([O-])([O-])(=O)=S.[Na+].[Na+].[OH-].[Na+], predict the reaction product. The product is: [Cl:1][C:2]1[CH:25]=[CH:24][CH:23]=[C:22]([Cl:26])[C:3]=1[CH2:4][CH:5]1[CH2:9][CH2:8][N:7]([CH:10]2[CH2:15][CH2:14][NH:13][CH2:12][CH2:11]2)[C:6]1=[O:21]. (7) Given the reactants Br[C:2]1[C:7]2[C:8]([C:15]3[CH:16]=[C:17]([CH:20]=[CH:21][CH:22]=3)[C:18]#[N:19])=[N:9][CH2:10][C:11](=[O:14])[N:12]([CH3:13])[C:6]=2[CH:5]=[C:4]([O:23][CH3:24])[C:3]=1[O:25][CH3:26].[C:27]1(B(O)O)[CH:32]=[CH:31][CH:30]=[CH:29][CH:28]=1.[O-]P([O-])([O-])=O.[K+].[K+].[K+], predict the reaction product. The product is: [CH3:26][O:25][C:3]1[C:4]([O:23][CH3:24])=[CH:5][C:6]2[N:12]([CH3:13])[C:11](=[O:14])[CH2:10][N:9]=[C:8]([C:15]3[CH:16]=[C:17]([CH:20]=[CH:21][CH:22]=3)[C:18]#[N:19])[C:7]=2[C:2]=1[C:27]1[CH:32]=[CH:31][CH:30]=[CH:29][CH:28]=1. (8) Given the reactants II.[C:3]([O:7][C:8]([NH:10][C@@H:11]([CH2:16]I)[C:12]([O:14][CH3:15])=[O:13])=[O:9])([CH3:6])([CH3:5])[CH3:4].C1(P(C2CCCCC2)[C:25]2[CH:30]=[CH:29][CH:28]=[CH:27][C:26]=2[C:31]2[C:36](OC)=[CH:35][CH:34]=[CH:33][C:32]=2OC)CCCCC1.Br[C:48]1[CH:49]=[C:50]([Cl:56])[C:51]([F:55])=[C:52]([Cl:54])[CH:53]=1, predict the reaction product. The product is: [CH:33]1[C:32]2[CH:6]([CH2:3][O:7][C:8]([NH:10][C@@H:11]([CH2:16][C:48]3[CH:53]=[C:52]([Cl:54])[C:51]([F:55])=[C:50]([Cl:56])[CH:49]=3)[C:12]([OH:14])=[O:13])=[O:9])[C:25]3[C:26](=[CH:27][CH:28]=[CH:29][CH:30]=3)[C:31]=2[CH:36]=[CH:35][CH:34]=1.[C:3]([O:7][C:8]([NH:10][C@@H:11]([CH2:16][C:48]1[CH:53]=[C:52]([Cl:54])[C:51]([F:55])=[C:50]([Cl:56])[CH:49]=1)[C:12]([O:14][CH3:15])=[O:13])=[O:9])([CH3:6])([CH3:5])[CH3:4]. (9) The product is: [NH4+:18].[NH4+:18].[NH4+:18].[O:7]([CH2:8][C@@H:13]1[C@@H:14]([OH:15])[C@@H:10]([OH:9])[C@H:11]([N:18]2[CH:27]=[C:26]([CH3:28])[C:25]3[C:20](=[CH:21][CH:22]=[CH:23][CH:24]=3)[C:19]2=[O:29])[O:12]1)[P:3]([O:2][P:69]([O:68][P:65]([OH:67])([O-:66])=[O:64])([O-:71])=[O:70])(=[O:4])[O-:5]. Given the reactants C[O:2][P:3]([O:7][CH3:8])([O:5]C)=[O:4].[OH:9][C@@H:10]1[C@H:14]([OH:15])[C@@H:13](CO)[O:12][C@H:11]1[N:18]1[CH:27]=[C:26]([CH3:28])[C:25]2[C:20](=[CH:21][CH:22]=[CH:23][CH:24]=2)[C:19]1=[O:29].CN(C1C2C(N(C)C)=CC=CC=2C=CC=1)C.P(Cl)(Cl)(Cl)=O.C(N(CCCC)CCCC)CCC.[O-:64][P:65]([O:68][P:69]([O-])([O-:71])=[O:70])(=[O:67])[O-:66].C([NH+](CCCC)CCCC)CCC.C([NH+](CCCC)CCCC)CCC.C([NH+](CCCC)CCCC)CCC.C([NH+](CCCC)CCCC)CCC, predict the reaction product.